This data is from Full USPTO retrosynthesis dataset with 1.9M reactions from patents (1976-2016). The task is: Predict the reactants needed to synthesize the given product. (1) Given the product [Br:1][C:2]1[CH:11]=[C:10]2[C:5]([CH:6]=[CH:7][N+:8]([O-:19])=[CH:9]2)=[CH:4][C:3]=1[O:12][CH3:13], predict the reactants needed to synthesize it. The reactants are: [Br:1][C:2]1[CH:11]=[C:10]2[C:5]([CH:6]=[CH:7][N:8]=[CH:9]2)=[CH:4][C:3]=1[O:12][CH3:13].ClC1C=C(C=CC=1)C(OO)=[O:19]. (2) Given the product [C:28]([O:32][C:33]([N:35]1[CH2:40][CH2:39][CH:38]([C:41]2[N:44]=[C:10]([CH2:9][O:8][CH2:1][C:2]3[CH:3]=[CH:4][CH:5]=[CH:6][CH:7]=3)[O:12][N:42]=2)[CH2:37][CH2:36]1)=[O:34])([CH3:31])([CH3:29])[CH3:30], predict the reactants needed to synthesize it. The reactants are: [CH2:1]([O:8][CH2:9][C:10]([OH:12])=O)[C:2]1[CH:7]=[CH:6][CH:5]=[CH:4][CH:3]=1.CCN(CC)CC.C(OC(Cl)=O)C(C)C.[C:28]([O:32][C:33]([N:35]1[CH2:40][CH2:39][CH:38]([C:41](=[NH:44])[NH:42]O)[CH2:37][CH2:36]1)=[O:34])([CH3:31])([CH3:30])[CH3:29]. (3) Given the product [F:1][C:2]1[C:3]([N:13]2[CH:17]=[C:16]([CH:18]=[O:19])[C:15]([CH3:20])=[N:14]2)=[C:4]([N:8]([CH3:23])[C:9](=[O:12])[O:10][CH3:11])[CH:5]=[CH:6][CH:7]=1, predict the reactants needed to synthesize it. The reactants are: [F:1][C:2]1[C:3]([N:13]2[CH:17]=[C:16]([CH:18]=[O:19])[C:15]([CH3:20])=[N:14]2)=[C:4]([NH:8][C:9](=[O:12])[O:10][CH3:11])[CH:5]=[CH:6][CH:7]=1.N1C=C[CH:23]=N1.[H-].[Na+].CI. (4) Given the product [C:33]([N:30]1[CH2:29][CH2:28][CH:27]([NH:26][C:24]([C:20]2[C:16]3=[N:17][CH:18]=[CH:19][C:14]([C:8]4[CH:9]=[C:10]([F:13])[CH:11]=[CH:12][C:7]=4[O:6][CH2:5][CH:2]4[CH2:4][CH2:3]4)=[C:15]3[NH:22][C:21]=2[CH3:23])=[O:25])[CH2:32][CH2:31]1)(=[O:35])[CH3:34], predict the reactants needed to synthesize it. The reactants are: Cl.[CH:2]1([CH2:5][O:6][C:7]2[CH:12]=[CH:11][C:10]([F:13])=[CH:9][C:8]=2[C:14]2[CH:19]=[CH:18][N:17]=[C:16]3[C:20]([C:24]([NH:26][CH:27]4[CH2:32][CH2:31][NH:30][CH2:29][CH2:28]4)=[O:25])=[C:21]([CH3:23])[NH:22][C:15]=23)[CH2:4][CH2:3]1.[C:33](Cl)(=[O:35])[CH3:34].